Dataset: Forward reaction prediction with 1.9M reactions from USPTO patents (1976-2016). Task: Predict the product of the given reaction. (1) Given the reactants C([O:5][C:6]([CH:8]1[CH2:12][CH2:11][CH:10]([S:13]([C:16]2[CH:21]=[CH:20][C:19]([F:22])=[CH:18][C:17]=2[Cl:23])(=[O:15])=[O:14])[CH2:9]1)=[O:7])(C)(C)C.FC(F)(F)C(O)=O, predict the reaction product. The product is: [Cl:23][C:17]1[CH:18]=[C:19]([F:22])[CH:20]=[CH:21][C:16]=1[S:13]([CH:10]1[CH2:11][CH2:12][CH:8]([C:6]([OH:7])=[O:5])[CH2:9]1)(=[O:15])=[O:14]. (2) Given the reactants [C:1]([O:5][C:6]([NH:8][CH2:9][CH2:10][C:11]([OH:13])=O)=[O:7])([CH3:4])([CH3:3])[CH3:2].[C:14]([O:18][C:19](=[O:54])[NH:20][CH:21]1[CH2:26][CH2:25][CH:24]([NH:27][C:28](=[O:53])[C:29]2[CH:34]=[C:33]([O:35][C:36]3[CH:41]=[CH:40][C:39]([C:42]#[N:43])=[CH:38][CH:37]=3)[CH:32]=[C:31]([O:44][CH2:45][C:46]3[CH:51]=[CH:50][CH:49]=[C:48]([NH2:52])[CH:47]=3)[CH:30]=2)[CH2:23][CH2:22]1)([CH3:17])([CH3:16])[CH3:15], predict the reaction product. The product is: [C:14]([O:18][C:19](=[O:54])[NH:20][CH:21]1[CH2:26][CH2:25][CH:24]([NH:27][C:28](=[O:53])[C:29]2[CH:34]=[C:33]([O:35][C:36]3[CH:41]=[CH:40][C:39]([C:42]#[N:43])=[CH:38][CH:37]=3)[CH:32]=[C:31]([O:44][CH2:45][C:46]3[CH:51]=[CH:50][CH:49]=[C:48]([NH:52][C:11](=[O:13])[CH2:10][CH2:9][NH:8][C:6]([O:5][C:1]([CH3:2])([CH3:3])[CH3:4])=[O:7])[CH:47]=3)[CH:30]=2)[CH2:23][CH2:22]1)([CH3:17])([CH3:15])[CH3:16]. (3) Given the reactants [CH3:1][C:2]1[N:3]=[C:4]([NH:7][C:8]2[N:13]=[CH:12][C:11](/[CH:14]=[CH:15]/[C:16]([O:18][CH3:19])=[O:17])=[CH:10][C:9]=2[O:20][C:21]2[CH:26]=[CH:25][CH:24]=[CH:23][CH:22]=2)[S:5][CH:6]=1.CC1C=CC(S(NN)(=O)=O)=CC=1, predict the reaction product. The product is: [CH3:1][C:2]1[N:3]=[C:4]([NH:7][C:8]2[N:13]=[CH:12][C:11]([CH2:14][CH2:15][C:16]([O:18][CH3:19])=[O:17])=[CH:10][C:9]=2[O:20][C:21]2[CH:22]=[CH:23][CH:24]=[CH:25][CH:26]=2)[S:5][CH:6]=1. (4) The product is: [CH:1]([C:4]1[C:8]([CH2:9][CH2:10][CH2:11][O:12][C:24]2[CH:25]=[C:26]([CH:35]=[CH:36][CH:37]=2)[O:27][C:28]([CH3:34])([CH3:33])[C:29]([OH:31])=[O:30])=[CH:7][N:6]([C:13]2[CH:18]=[CH:17][C:16]([C:19]([F:21])([F:20])[F:22])=[CH:15][N:14]=2)[N:5]=1)([CH3:3])[CH3:2]. Given the reactants [CH:1]([C:4]1[C:8]([CH2:9][CH2:10][CH2:11][OH:12])=[CH:7][N:6]([C:13]2[CH:18]=[CH:17][C:16]([C:19]([F:22])([F:21])[F:20])=[CH:15][N:14]=2)[N:5]=1)([CH3:3])[CH3:2].O[C:24]1[CH:25]=[C:26]([CH:35]=[CH:36][CH:37]=1)[O:27][C:28]([CH3:34])([CH3:33])[C:29]([O:31]C)=[O:30].C(P(CCCC)CCCC)CCC.N(C(N1CCCCC1)=O)=NC(N1CCCCC1)=O, predict the reaction product. (5) Given the reactants [Cl:1][C:2]1[CH:7]=[C:6]([CH2:8][C:9]2[CH:14]=[CH:13][CH:12]=[CH:11][CH:10]=2)[CH:5]=[CH:4][C:3]=1[N+:15]([O-])=O, predict the reaction product. The product is: [Cl:1][C:2]1[CH:7]=[C:6]([CH2:8][C:9]2[CH:10]=[CH:11][CH:12]=[CH:13][CH:14]=2)[CH:5]=[CH:4][C:3]=1[NH2:15]. (6) Given the reactants [CH:1]1([C:4]2[CH:5]=[CH:6][C:7](=[O:26])[N:8]([CH2:11][CH2:12][C:13]3[CH:25]=[CH:24][C:16]([C:17]([O:19][C:20]([CH3:23])([CH3:22])[CH3:21])=[O:18])=[CH:15][CH:14]=3)[C:9]=2[CH3:10])[CH2:3][CH2:2]1.[Br:27]N1C(=O)CCC1=O.O, predict the reaction product. The product is: [Br:27][C:6]1[C:7](=[O:26])[N:8]([CH2:11][CH2:12][C:13]2[CH:14]=[CH:15][C:16]([C:17]([O:19][C:20]([CH3:22])([CH3:21])[CH3:23])=[O:18])=[CH:24][CH:25]=2)[C:9]([CH3:10])=[C:4]([CH:1]2[CH2:2][CH2:3]2)[CH:5]=1. (7) Given the reactants [CH3:1][O:2][C:3](=[O:12])[CH:4]([NH:8][C:9](=O)[CH3:10])[C:5](=O)[CH3:6].[NH2:13][C:14]1[CH:19]=[CH:18][CH:17]=[CH:16][CH:15]=1.FC(F)(F)C(O)=O, predict the reaction product. The product is: [CH3:10][C:9]1[N:13]([C:14]2[CH:19]=[CH:18][CH:17]=[CH:16][CH:15]=2)[C:5]([CH3:6])=[C:4]([C:3]([O:2][CH3:1])=[O:12])[N:8]=1.